From a dataset of Catalyst prediction with 721,799 reactions and 888 catalyst types from USPTO. Predict which catalyst facilitates the given reaction. (1) The catalyst class is: 7. Reactant: [OH:1][CH:2]1[CH2:7][CH2:6][N:5]([C:8]([C:10]2[CH:15]=[C:14]([S:16]([CH3:19])(=[O:18])=[O:17])[CH:13]=[CH:12][C:11]=2[O:20][CH:21]([CH3:23])[CH3:22])=[O:9])[CH2:4][CH2:3]1.[N+:24]([C:27]1[CH:32]=[CH:31][C:30](O)=[CH:29][CH:28]=1)([O-:26])=[O:25].C1(P(C2C=CC=CC=2)C2C=CC=CC=2)C=CC=CC=1.N(C(OC(C)(C)C)=O)=NC(OC(C)(C)C)=O. Product: [CH:21]([O:20][C:11]1[CH:12]=[CH:13][C:14]([S:16]([CH3:19])(=[O:18])=[O:17])=[CH:15][C:10]=1[C:8]([N:5]1[CH2:4][CH2:3][CH:2]([O:1][C:30]2[CH:31]=[CH:32][C:27]([N+:24]([O-:26])=[O:25])=[CH:28][CH:29]=2)[CH2:7][CH2:6]1)=[O:9])([CH3:23])[CH3:22]. (2) Reactant: [CH2:1]([O:3][C:4](=[O:18])[CH2:5][CH2:6][C@@H:7]([NH:10][C:11]([O:13][C:14]([CH3:17])([CH3:16])[CH3:15])=[O:12])[CH2:8][OH:9])[CH3:2].C(N(CC)CC)C.CS(C)=O.Cl. Product: [CH2:1]([O:3][C:4](=[O:18])[CH2:5][CH2:6][C@@H:7]([NH:10][C:11]([O:13][C:14]([CH3:17])([CH3:16])[CH3:15])=[O:12])[CH:8]=[O:9])[CH3:2]. The catalyst class is: 84. (3) Reactant: [F:1][C:2]([F:25])([F:24])[O:3][C:4]1[CH:23]=[CH:22][C:7]([O:8][CH2:9][C@@H:10]2[CH2:14][CH2:13][CH2:12][N:11]2C(OC(C)(C)C)=O)=[CH:6][CH:5]=1.FC(F)(F)C(O)=O. The catalyst class is: 2. Product: [F:24][C:2]([F:1])([F:25])[O:3][C:4]1[CH:23]=[CH:22][C:7]([O:8][CH2:9][C@@H:10]2[CH2:14][CH2:13][CH2:12][NH:11]2)=[CH:6][CH:5]=1. (4) Reactant: Cl[C:2]1[N:7]=[C:6]([N:8]([CH3:15])[S:9]([N:12]([CH3:14])[CH3:13])(=[O:11])=[O:10])[C:5]([Cl:16])=[C:4]([NH:17][C:18]2[CH:22]=[C:21]([O:23][CH3:24])[NH:20][N:19]=2)[N:3]=1.Cl.[F:26][C:27]1[CH:28]=[N:29][C:30]([C@@H:33]([NH2:35])[CH3:34])=[N:31][CH:32]=1.CCN(C(C)C)C(C)C. Product: [Cl:16][C:5]1[C:6]([N:8]([CH3:15])[S:9]([N:12]([CH3:14])[CH3:13])(=[O:11])=[O:10])=[N:7][C:2]([NH:35][C@H:33]([C:30]2[N:31]=[CH:32][C:27]([F:26])=[CH:28][N:29]=2)[CH3:34])=[N:3][C:4]=1[NH:17][C:18]1[CH:22]=[C:21]([O:23][CH3:24])[NH:20][N:19]=1. The catalyst class is: 114. (5) Product: [ClH:35].[F:1][C:2]1[CH:31]=[CH:30][CH:29]=[C:28]([F:32])[C:3]=1[CH2:4][O:5][C:6]1[C:7]2[N:8]([C:12]([C:16]([NH:18][C@H:19]([C:24]([OH:26])=[O:25])[CH2:20][CH2:21][CH2:22][CH3:23])=[O:17])=[C:13]([CH3:15])[N:14]=2)[CH:9]=[CH:10][CH:11]=1. Reactant: [F:1][C:2]1[CH:31]=[CH:30][CH:29]=[C:28]([F:32])[C:3]=1[CH2:4][O:5][C:6]1[C:7]2[N:8]([C:12]([C:16]([NH:18][C@@H:19]([C:24]([O:26]C)=[O:25])[CH2:20][CH2:21][CH2:22][CH3:23])=[O:17])=[C:13]([CH3:15])[N:14]=2)[CH:9]=[CH:10][CH:11]=1.[OH-].[Li+].[ClH:35]. The catalyst class is: 36. (6) Reactant: [C:1]([NH:5][C:6](=[O:39])[NH:7][C@@H:8]([C:35]([CH3:38])([CH3:37])[CH3:36])[C:9]([N:11]1[CH2:15][C@H:14]([O:16][C:17]2[C:18]3[CH:31]=[CH:30][S:29][C:19]=3[N:20]=[C:21]([C:23]3[CH:28]=[CH:27][CH:26]=[CH:25][N:24]=3)[N:22]=2)[CH2:13][C@H:12]1[C:32](O)=[O:33])=[O:10])([CH3:4])([CH3:3])[CH3:2].[NH2:40][C@@H:41]([CH2:50][CH2:51][CH3:52])[CH:42]([OH:49])[C:43]([NH:45][CH:46]1[CH2:48][CH2:47]1)=[O:44].F[P-](F)(F)(F)(F)F.N1(OC(N(C)C)=[N+](C)C)C2N=CC=CC=2N=N1.C(N(C(C)C)CC)(C)C. Product: [C:1]([NH:5][C:6](=[O:39])[NH:7][C@@H:8]([C:35]([CH3:37])([CH3:38])[CH3:36])[C:9]([N:11]1[CH2:15][C@H:14]([O:16][C:17]2[C:18]3[CH:31]=[CH:30][S:29][C:19]=3[N:20]=[C:21]([C:23]3[CH:28]=[CH:27][CH:26]=[CH:25][N:24]=3)[N:22]=2)[CH2:13][C@H:12]1[C:32]([NH:40][C@@H:41]([CH2:50][CH2:51][CH3:52])[CH:42]([OH:49])[C:43]([NH:45][CH:46]1[CH2:47][CH2:48]1)=[O:44])=[O:33])=[O:10])([CH3:4])([CH3:2])[CH3:3]. The catalyst class is: 120.